From a dataset of Acute oral toxicity (LD50) regression data from Zhu et al.. Regression/Classification. Given a drug SMILES string, predict its toxicity properties. Task type varies by dataset: regression for continuous values (e.g., LD50, hERG inhibition percentage) or binary classification for toxic/non-toxic outcomes (e.g., AMES mutagenicity, cardiotoxicity, hepatotoxicity). Dataset: ld50_zhu. The molecule is O=NN1CCN(N=O)CC1. The rat oral LD50 is 2.96, given as -log10 of the dose in mol/kg body weight (higher means more acutely toxic).